This data is from NCI-60 drug combinations with 297,098 pairs across 59 cell lines. The task is: Regression. Given two drug SMILES strings and cell line genomic features, predict the synergy score measuring deviation from expected non-interaction effect. (1) Drug 1: CC1=C(C(CCC1)(C)C)C=CC(=CC=CC(=CC(=O)O)C)C. Drug 2: C1=NNC2=C1C(=O)NC=N2. Cell line: OVCAR-8. Synergy scores: CSS=-5.17, Synergy_ZIP=0.969, Synergy_Bliss=-1.32, Synergy_Loewe=-5.44, Synergy_HSA=-5.10. (2) Drug 1: CCCS(=O)(=O)NC1=C(C(=C(C=C1)F)C(=O)C2=CNC3=C2C=C(C=N3)C4=CC=C(C=C4)Cl)F. Drug 2: CN(C)N=NC1=C(NC=N1)C(=O)N. Cell line: 786-0. Synergy scores: CSS=4.19, Synergy_ZIP=-0.634, Synergy_Bliss=1.06, Synergy_Loewe=0.355, Synergy_HSA=0.963.